This data is from Forward reaction prediction with 1.9M reactions from USPTO patents (1976-2016). The task is: Predict the product of the given reaction. (1) The product is: [C:20]1([CH2:26][CH2:27][CH2:28][C:29]([NH:1][C:2]2[CH:3]=[CH:4][C:5]([NH:8][C:9]([N:11]3[CH2:19][C:18]4[C:13](=[CH:14][CH:15]=[CH:16][CH:17]=4)[CH2:12]3)=[O:10])=[CH:6][CH:7]=2)=[O:30])[CH:25]=[CH:24][CH:23]=[CH:22][CH:21]=1. Given the reactants [NH2:1][C:2]1[CH:7]=[CH:6][C:5]([NH:8][C:9]([N:11]2[CH2:19][C:18]3[C:13](=[CH:14][CH:15]=[CH:16][CH:17]=3)[CH2:12]2)=[O:10])=[CH:4][CH:3]=1.[C:20]1([CH2:26][CH2:27][CH2:28][C:29](O)=[O:30])[CH:25]=[CH:24][CH:23]=[CH:22][CH:21]=1.O.ON1C2C=CC=CC=2N=N1.CN1CCOCC1.Cl.CN(C)CCCN=C=NCC, predict the reaction product. (2) Given the reactants [Cl:1][C:2]1[C:3]([O:25][C:26]2[CH:31]=[CH:30][N:29]=[C:28](Cl)[CH:27]=2)=[CH:4][C:5]([F:24])=[C:6]([NH:8][C:9]([C:11]2([C:14]([NH:16][C:17]3[CH:22]=[CH:21][C:20]([F:23])=[CH:19][CH:18]=3)=[O:15])[CH2:13][CH2:12]2)=[O:10])[CH:7]=1.[C:33]([NH2:36])(=[O:35])[CH3:34].C(=O)([O-])[O-].[Cs+].[Cs+].CC1(C)C2C(=C(P(C3C=CC=CC=3)C3C=CC=CC=3)C=CC=2)OC2C(P(C3C=CC=CC=3)C3C=CC=CC=3)=CC=CC1=2, predict the reaction product. The product is: [C:33]([NH:36][C:28]1[CH:27]=[C:26]([O:25][C:3]2[C:2]([Cl:1])=[CH:7][C:6]([NH:8][C:9]([C:11]3([C:14]([NH:16][C:17]4[CH:18]=[CH:19][C:20]([F:23])=[CH:21][CH:22]=4)=[O:15])[CH2:12][CH2:13]3)=[O:10])=[C:5]([F:24])[CH:4]=2)[CH:31]=[CH:30][N:29]=1)(=[O:35])[CH3:34]. (3) Given the reactants [CH:1]([NH:4][C:5]1[CH:13]=[CH:12][C:8]([C:9]([OH:11])=[O:10])=[CH:7][C:6]=1[N+:14]([O-])=O)(C)[CH3:2], predict the reaction product. The product is: [NH2:14][C:6]1[CH:7]=[C:8]([CH:12]=[CH:13][C:5]=1[NH:4][CH2:1][CH3:2])[C:9]([OH:11])=[O:10]. (4) Given the reactants [NH2:1][CH:2]1[CH:9]2[CH2:10][CH:5]3[CH2:6][CH:7]([CH2:11][CH:3]1[CH2:4]3)[CH2:8]2.[C:12](OC(=O)C)(=[O:14])[CH3:13], predict the reaction product. The product is: [CH:9]12[CH2:10][CH:5]3[CH2:6][CH:7]([CH2:11][CH:3]([CH2:4]3)[CH:2]1[NH:1][C:12](=[O:14])[CH3:13])[CH2:8]2. (5) Given the reactants [CH2:1]([O:3][CH2:4][C@H:5]1[CH2:9][CH2:8][CH2:7][N:6]1[CH2:10]CC(N(OC)C)=O)[CH3:2].C([N:20]([CH2:31][CH3:32])[C:21](=[O:30])[C:22]1[CH:27]=[CH:26][CH:25]=[C:24]([Cl:28])[C:23]=1[CH3:29])C, predict the reaction product. The product is: [ClH:28].[Cl:28][C:24]1[CH:25]=[CH:26][CH:27]=[C:22]2[C:23]=1[CH:29]=[C:31]([CH2:32][CH2:10][N:6]1[CH2:7][CH2:8][CH2:9][C@@H:5]1[CH2:4][O:3][CH2:1][CH3:2])[NH:20][C:21]2=[O:30]. (6) Given the reactants [Cl:1][C:2]1[CH:9]=[CH:8][C:5]([CH2:6]Cl)=[CH:4][CH:3]=1.[OH:10][C:11]1[CH:16]=[CH:15][C:14]([CH2:17][C:18](=[O:20])[CH3:19])=[CH:13][CH:12]=1, predict the reaction product. The product is: [Cl:1][C:2]1[CH:9]=[CH:8][C:5]([CH2:6][O:10][C:11]2[CH:12]=[CH:13][C:14]([CH2:17][C:18](=[O:20])[CH3:19])=[CH:15][CH:16]=2)=[CH:4][CH:3]=1. (7) The product is: [CH3:34][O:35][C:36]([C:38]1[CH:47]=[C:46]([OH:48])[C:45]2[C:40](=[C:41]([NH2:64])[CH:42]=[CH:43][C:44]=2[CH2:56][CH2:57][C:58]2[CH:63]=[CH:62][CH:61]=[CH:60][CH:59]=2)[N:39]=1)=[O:37]. Given the reactants COC(C1C=C(NS(C2C=CC(C)=CC=2)(=O)=O)C2C(=C(OCC3C=CC=CC=3)C=CC=2)N=1)=O.[CH3:34][O:35][C:36]([C:38]1[CH:47]=[C:46]([O:48]CC2C=CC=CC=2)[C:45]2[C:40](=[C:41]([N+:64]([O-])=O)[CH:42]=[CH:43][C:44]=2[C:56]#[C:57][C:58]2[CH:63]=[CH:62][CH:61]=[CH:60][CH:59]=2)[N:39]=1)=[O:37], predict the reaction product. (8) Given the reactants [NH2:1][C:2]1[N:7]=[C:6]([O:8][CH2:9][C:10]([F:13])([F:12])[F:11])[CH:5]=[C:4]([O:14][CH2:15][C:16]([F:19])([F:18])[F:17])[N:3]=1.[C:20](Cl)(Cl)=[S:21], predict the reaction product. The product is: [F:11][C:10]([F:12])([F:13])[CH2:9][O:8][C:6]1[CH:5]=[C:4]([O:14][CH2:15][C:16]([F:19])([F:17])[F:18])[N:3]=[C:2]([N:1]=[C:20]=[S:21])[N:7]=1. (9) Given the reactants [Cl:1][C:2]1[C:7]([C:8]2[CH:13]=[CH:12][CH:11]=[C:10]([CH:14]=O)[CH:9]=2)=[CH:6][C:5]([CH2:16][NH:17][C:18](=[O:45])[CH2:19][CH2:20][C:21]([NH:23][CH2:24][C:25]2[C:26]([NH:38][CH:39]3[CH2:44][CH2:43][O:42][CH2:41][CH2:40]3)=[C:27]3[CH:35]=[N:34][N:33]([CH2:36][CH3:37])[C:28]3=[N:29][C:30]=2[CH2:31][CH3:32])=[O:22])=[CH:4][CH:3]=1.C[C@H:47]1[CH2:52][NH:51][CH2:50][CH2:49][N:48]1C(OC(C)(C)C)=O.C(O)(=O)C, predict the reaction product. The product is: [Cl:1][C:2]1[C:7]([C:8]2[CH:13]=[CH:12][CH:11]=[C:10]([CH2:14][N:48]3[CH2:49][CH2:50][NH:51][CH2:52][CH2:47]3)[CH:9]=2)=[CH:6][C:5]([CH2:16][NH:17][C:18](=[O:45])[CH2:19][CH2:20][C:21]([NH:23][CH2:24][C:25]2[C:26]([NH:38][CH:39]3[CH2:44][CH2:43][O:42][CH2:41][CH2:40]3)=[C:27]3[CH:35]=[N:34][N:33]([CH2:36][CH3:37])[C:28]3=[N:29][C:30]=2[CH2:31][CH3:32])=[O:22])=[CH:4][CH:3]=1. (10) Given the reactants [CH2:1]([C@@H:4]1[CH2:8][N:7]([C:9]([O:11][C:12]([CH3:15])([CH3:14])[CH3:13])=[O:10])[C@H:6]([C:16]([O:18]C)=[O:17])[CH2:5]1)[CH:2]=[CH2:3].[Li+].[OH-].Cl, predict the reaction product. The product is: [CH2:1]([C@@H:4]1[CH2:8][N:7]([C:9]([O:11][C:12]([CH3:13])([CH3:14])[CH3:15])=[O:10])[C@H:6]([C:16]([OH:18])=[O:17])[CH2:5]1)[CH:2]=[CH2:3].